Dataset: Full USPTO retrosynthesis dataset with 1.9M reactions from patents (1976-2016). Task: Predict the reactants needed to synthesize the given product. (1) Given the product [CH3:34][O:33][C:31]([C:27]1([F:26])[CH2:30][N:29]([C:20](=[O:21])/[CH:19]=[CH:18]\[N:15]2[CH:16]=[N:17][C:13]([C:5]3[CH:6]=[C:7]([C:9]([F:10])([F:11])[F:12])[CH:8]=[C:3]([C:2]([F:23])([F:24])[F:1])[CH:4]=3)=[N:14]2)[CH2:28]1)=[O:32], predict the reactants needed to synthesize it. The reactants are: [F:1][C:2]([F:24])([F:23])[C:3]1[CH:4]=[C:5]([C:13]2[N:17]=[CH:16][N:15](/[CH:18]=[CH:19]\[C:20](O)=[O:21])[N:14]=2)[CH:6]=[C:7]([C:9]([F:12])([F:11])[F:10])[CH:8]=1.Cl.[F:26][C:27]1([C:31]([O:33][CH3:34])=[O:32])[CH2:30][NH:29][CH2:28]1.C(P1(=O)OP(CCC)(=O)OP(CCC)(=O)O1)CC.CCN(C(C)C)C(C)C. (2) Given the product [CH2:25]([O:24][C:22](=[O:23])[NH:21][C:18]1[CH:19]=[CH:20][C:15]([CH2:14][N:11]2[CH2:10][CH2:9][CH:8]([NH:7][C:6](=[O:5])[CH:34]=[CH2:35])[CH2:13][CH2:12]2)=[CH:16][CH:17]=1)[C:26]1[CH:31]=[CH:30][CH:29]=[CH:28][CH:27]=1, predict the reactants needed to synthesize it. The reactants are: C([O:5][C:6](=O)[NH:7][CH:8]1[CH2:13][CH2:12][N:11]([CH2:14][C:15]2[CH:20]=[CH:19][C:18]([NH:21][C:22]([O:24][CH2:25][C:26]3[CH:31]=[CH:30][CH:29]=[CH:28][CH:27]=3)=[O:23])=[CH:17][CH:16]=2)[CH2:10][CH2:9]1)(C)(C)C.Cl.[CH:34](N(C(C)C)CC)(C)[CH3:35].C(Cl)(=O)C=C. (3) Given the product [CH3:12][C:8]1[C:7]([O:13][C:14]2[C:19]([C:20]3[CH:25]=[CH:24][N:23]=[C:22]([NH:26][CH3:27])[N:21]=3)=[CH:18][CH:17]=[CH:16][N:15]=2)=[C:6]2[C:11](=[CH:10][CH:9]=1)[C:2]([NH:34][C:33]1[CH:35]=[CH:36][CH:37]=[C:31]([O:30][C:29]([F:28])([F:38])[F:39])[CH:32]=1)=[N:3][CH:4]=[CH:5]2, predict the reactants needed to synthesize it. The reactants are: Cl[C:2]1[C:11]2[C:6](=[C:7]([O:13][C:14]3[C:19]([C:20]4[CH:25]=[CH:24][N:23]=[C:22]([NH:26][CH3:27])[N:21]=4)=[CH:18][CH:17]=[CH:16][N:15]=3)[C:8]([CH3:12])=[CH:9][CH:10]=2)[CH:5]=[CH:4][N:3]=1.[F:28][C:29]([F:39])([F:38])[O:30][C:31]1[CH:32]=[C:33]([CH:35]=[CH:36][CH:37]=1)[NH2:34].Cl.N. (4) Given the product [F:1][C:2]1[CH:3]=[C:4]([NH:5][C:44]([C:40]2[C:39](=[O:47])[N:38]([CH3:37])[CH:43]=[CH:42][CH:41]=2)=[O:45])[CH:6]=[CH:7][C:8]=1[O:9][C:10]1[C:19]2[C:14](=[CH:15][C:16]([O:22][CH2:23][CH2:24][CH2:25][N:26]3[CH2:31][CH2:30][O:29][CH2:28][CH2:27]3)=[C:17]([O:20][CH3:21])[CH:18]=2)[N:13]=[CH:12][CH:11]=1, predict the reactants needed to synthesize it. The reactants are: [F:1][C:2]1[CH:3]=[C:4]([CH:6]=[CH:7][C:8]=1[O:9][C:10]1[C:19]2[C:14](=[CH:15][C:16]([O:22][CH2:23][CH2:24][CH2:25][N:26]3[CH2:31][CH2:30][O:29][CH2:28][CH2:27]3)=[C:17]([O:20][CH3:21])[CH:18]=2)[N:13]=[CH:12][CH:11]=1)[NH2:5].ClC1C=CC([CH2:37][N:38]2[CH:43]=[CH:42][CH:41]=[C:40]([C:44](O)=[O:45])[C:39]2=[O:47])=CC=1.O=C1C(C(OC)=O)=CC=CN1.IC. (5) Given the product [C:51]([O:50][C:48]([NH:47][C:44]([NH:21][C:18]1[CH:17]=[CH:16][C:15]([CH2:14][CH2:13][CH2:12][O:11][C:10]2[CH:22]=[CH:23][C:7]([CH2:6][C@H:5]([O:24][CH2:25][CH3:26])[C:2]([OH:4])=[O:3])=[CH:8][CH:9]=2)=[CH:20][CH:19]=1)=[N:43][C:41]([O:40][C:36]([CH3:39])([CH3:38])[CH3:37])=[O:42])=[O:49])([CH3:54])([CH3:53])[CH3:52], predict the reactants needed to synthesize it. The reactants are: [Cl-].[C:2]([C@@H:5]([O:24][CH2:25][CH3:26])[CH2:6][C:7]1[CH:23]=[CH:22][C:10]([O:11][CH2:12][CH2:13][CH2:14][C:15]2[CH:20]=[CH:19][C:18]([NH3+:21])=[CH:17][CH:16]=2)=[CH:9][CH:8]=1)([OH:4])=[O:3].C(N(CC)C(C)C)(C)C.[C:36]([O:40][C:41]([NH:43][C:44](=[N:47][C:48]([O:50][C:51]([CH3:54])([CH3:53])[CH3:52])=[O:49])SC)=[O:42])([CH3:39])([CH3:38])[CH3:37]. (6) The reactants are: [Br-:1].[Br:2]C[C:4]1[CH:5]=[C:6]([CH:43]=[CH:44][CH:45]=1)[CH2:7][N:8]1[C:40]([S:41][CH3:42])=[C:11]2[S:12][C:13]([C:15]3[C@H:16]([CH3:39])[C@@H:17]4[C@@H:34]([C@H:35]([OH:37])[CH3:36])[C:33](=[O:38])[N:18]4[C:19]=3[C:20]([O:22][CH2:23][C:24]3[CH:29]=[CH:28][C:27]([N+:30]([O-:32])=[O:31])=[CH:26][CH:25]=3)=[O:21])=[CH:14][N+:10]2=[CH:9]1.[NH2:46][C:47]([NH2:49])=[S:48].[CH2:50](OCC)C. Given the product [BrH:2].[Br-:1].[OH:37][C@@H:35]([C@H:34]1[C:33](=[O:38])[N:18]2[C:19]([C:20]([O:22][CH2:23][C:24]3[CH:29]=[CH:28][C:27]([N+:30]([O-:32])=[O:31])=[CH:26][CH:25]=3)=[O:21])=[C:15]([C:13]3[S:12][C:11]4=[C:40]([S:41][CH3:42])[N:8]([CH:7]([CH2:50][N:46]=[C:47]([NH2:49])[SH:48])[C:6]5[CH:43]=[CH:44][CH:45]=[CH:4][CH:5]=5)[CH:9]=[N+:10]4[CH:14]=3)[C@H:16]([CH3:39])[C@H:17]12)[CH3:36], predict the reactants needed to synthesize it. (7) Given the product [CH3:7][C:8]([CH2:15][CH2:16][CH2:17][CH:18]([CH3:20])[CH3:19])=[CH:9][CH2:10][CH2:11][C:12](=[O:14])[CH3:13], predict the reactants needed to synthesize it. The reactants are: FC(F)(F)CO.[CH3:7][C@H:8]([CH2:15][CH2:16][CH2:17][CH:18]([CH3:20])[CH3:19])[CH2:9][CH2:10][CH2:11][C:12](=[O:14])[CH3:13]. (8) Given the product [Br:1][C:2]1[CH:14]=[CH:13][C:12]2[C:11]3[C:6](=[CH:7][C:8]([Br:15])=[CH:9][CH:10]=3)[C:5]([CH2:27][C:28]3[CH:29]=[C:30]([OH:36])[CH:31]=[C:32]([OH:34])[CH:33]=3)([CH2:16][C:17]3[CH:22]=[C:21]([OH:23])[CH:20]=[C:19]([OH:25])[CH:18]=3)[C:4]=2[CH:3]=1, predict the reactants needed to synthesize it. The reactants are: [Br:1][C:2]1[CH:14]=[CH:13][C:12]2[C:11]3[C:6](=[CH:7][C:8]([Br:15])=[CH:9][CH:10]=3)[C:5]([CH2:27][C:28]3[CH:33]=[C:32]([O:34]C)[CH:31]=[C:30]([O:36]C)[CH:29]=3)([CH2:16][C:17]3[CH:22]=[C:21]([O:23]C)[CH:20]=[C:19]([O:25]C)[CH:18]=3)[C:4]=2[CH:3]=1.B(Br)(Br)Br.